This data is from Experimentally validated miRNA-target interactions with 360,000+ pairs, plus equal number of negative samples. The task is: Binary Classification. Given a miRNA mature sequence and a target amino acid sequence, predict their likelihood of interaction. (1) The miRNA is hsa-miR-6726-5p with sequence CGGGAGCUGGGGUCUGCAGGU. The protein sequence of the target gene is MNPSTPSYPTASLYVGDLHPDVTEAMLYEKFSPAGPILSIRICRDLITSGSSNYAYVNFQHTKDAEHALDTMNFDVIKGKPVRIMWSQRDPSLRKSGVGNIFVKNLDKSINNKALYDTVSAFGNILSCNVVCDENGSKGYGFVHFETHEAAERAIKKMNGMLLNGRKVFVGQFKSRKEREAELGARAKEFPNVYIKNFGEDMDDERLKDLFGKFGPALSVKVMTDESGKSKGFGFVSFERHEDAQKAVDEMNGKELNGKQIYVGRAQKKVERQTELKRTFEQMKQDRITRYQVVNLYVKN.... Result: 0 (no interaction). (2) The miRNA is mmu-miR-1195 with sequence UGAGUUCGAGGCCAGCCUGCUCA. The protein sequence of the target gene is MELNTKKKLHALSLAEKIQVLELLDESKMSQSEVARRFQVSQPQISRICKNKEKLLADWCSGTANHERKRKRESKYSGIDEALLCWYHIARAKAWDVTGPMLLHKAKELADIMGQDFVPSIGWLVRWKRRNNVGFGTRQVLVPLFPPEAPPAVLPSQAQPPLSLKDFSPEDVFGCAEVPLLYRAVPGRVFECDRLQVLLCANSRGTEKRRVFVGGLQAAPRCFFGVSSEALPTSYHPDLAIPWSEWLAQFDQDMGQQGRQVALLLASGVVEEWASLPGLHHVRLLPLSASSTTPSLPGSV.... Result: 1 (interaction). (3) The miRNA is mmu-miR-105 with sequence CCAAGUGCUCAGAUGCUUGUGGU. The protein sequence of the target gene is MSAQGDCEFLVQRARELVPQDLWAAKAWLITARSLYPADFNIQYEMYTIERNAERTATAGRLLYDMFVNFPDQPVVWREISIITSALRNDSQDKQTQFLRSLFETLPGRVQCEMLLKVTEQCFNTLERSEMLLLLLRRFPETVVQHGVGLGEALLEAETIEEQESPVNCFRKLFVCDVLPLIINNHDVRLPANLLYKYLNKAAEFYINYVTRSTQIENQHQGAQDTSDLMSPSKRSSQKYIIEGLTEKSSQIVDPWERLFKILNVVGMRCEWQMDKGRRSYGDILHRMKDLCRYMNNFDS.... Result: 0 (no interaction). (4) The miRNA is hsa-miR-4494 with sequence CCAGACUGUGGCUGACCAGAGG. The protein sequence of the target gene is MMAGCGEIDHSINMLPTNRKANESCSNTAPSLTVPECAICLQTCVHPVSLPCKHVFCYLCVKGASWLGKRCALCRQEIPEDFLDKPTLLSPEELKAASRGNGEYAWYYEGRNGWWQYDERTSRELEDAFSKGKKNTEMLIAGFLYVADLENMVQYRRNEHGRRRKIKRDIIDIPKKGVAGLRLDCDANTVNLARESSADGADSVSAQSGASVQPLVSSVRPLTSVDGQLTSPATPSPDASTSLEDSFAHLQLSGDNTAERSHRGEGEEDHESPSSGRVPAPDTSIEETESDASSDSEDVS.... Result: 0 (no interaction). (5) The miRNA is hsa-miR-6715a-3p with sequence CCAAACCAGUCGUGCCUGUGG. The protein sequence of the target gene is MDNIPYFLATVLIFSLGFRIEEGMCQHYYLLRPIPSDSLPIVELKEDPDPVLDPKERDLNETELRAILGSHFEQNFMSINPPEDKHAGQDELNESELMKQRPNGIMPKEIKAMEFDIQHGKKHKPSKKLRRRLQLWLWSYTFCPVVHTWQDLGNRFWPRYLKVGSCYNKRSCSVPEGMVCKPPKSSHLTVLRWRCVQRKGGLKCAWIPVQYPVISECKCSCPN. Result: 0 (no interaction).